This data is from Forward reaction prediction with 1.9M reactions from USPTO patents (1976-2016). The task is: Predict the product of the given reaction. (1) Given the reactants N[CH2:2][CH2:3][CH2:4][CH2:5][C@@H:6]1[N:11]([CH2:12][C:13]2[CH:18]=[CH:17][C:16]([C:19]3[CH:24]=[CH:23][CH:22]=[CH:21][CH:20]=3)=[CH:15][CH:14]=2)[C:10](=[O:25])[C@H:9]([CH2:26][C:27]2[CH:36]=[CH:35][C:34]3[C:29](=[CH:30][CH:31]=[CH:32][CH:33]=3)[CH:28]=2)[NH:8][C:7]1=[O:37].[CH2:38]=O.[C:40]([BH3-])#[N:41].[Na+].Cl, predict the reaction product. The product is: [C:16]1([C:19]2[CH:24]=[CH:23][CH:22]=[CH:21][CH:20]=2)[CH:15]=[CH:14][C:13]([CH2:12][N:11]2[C@@H:6]([CH2:5][CH2:4][CH2:3][CH2:2][N:41]([CH3:40])[CH3:38])[C:7](=[O:37])[NH:8][C@@H:9]([CH2:26][C:27]3[CH:36]=[CH:35][C:34]4[C:29](=[CH:30][CH:31]=[CH:32][CH:33]=4)[CH:28]=3)[C:10]2=[O:25])=[CH:18][CH:17]=1. (2) Given the reactants Cl.[NH2:2][CH:3]([CH2:7][NH2:8])[C:4]([OH:6])=[O:5].[Cl:9][C:10]1[CH:15]=[CH:14][C:13]([C:16](=O)[C:17]([C:19]2[CH:24]=[CH:23][C:22]([Cl:25])=[CH:21][CH:20]=2)=O)=[CH:12][CH:11]=1.[OH-].[Na+], predict the reaction product. The product is: [Cl:9][C:10]1[CH:11]=[CH:12][C:13]([C:16]2[N:8]=[CH:7][C:3]([C:4]([OH:6])=[O:5])=[N:2][C:17]=2[C:19]2[CH:20]=[CH:21][C:22]([Cl:25])=[CH:23][CH:24]=2)=[CH:14][CH:15]=1. (3) Given the reactants [CH3:1][N:2]1[C:6]2[CH:7]=[CH:8][C:9]([C:11]([OH:13])=O)=[CH:10][C:5]=2[N:4]=[C:3]1[NH:14][C:15]1[S:16][C:17]2[CH:23]=[C:22]([O:24][C:25]([F:28])([F:27])[F:26])[CH:21]=[CH:20][C:18]=2[N:19]=1.[CH2:29]([O:31][CH2:32][CH2:33][CH2:34][NH2:35])[CH3:30].CN(C(ON1N=NC2C=CC=CC1=2)=[N+](C)C)C.F[P-](F)(F)(F)(F)F.CCN(C(C)C)C(C)C, predict the reaction product. The product is: [CH2:29]([O:31][CH2:32][CH2:33][CH2:34][NH:35][C:11]([C:9]1[CH:8]=[CH:7][C:6]2[N:2]([CH3:1])[C:3]([NH:14][C:15]3[S:16][C:17]4[CH:23]=[C:22]([O:24][C:25]([F:26])([F:27])[F:28])[CH:21]=[CH:20][C:18]=4[N:19]=3)=[N:4][C:5]=2[CH:10]=1)=[O:13])[CH3:30]. (4) Given the reactants [CH3:1][N:2]1[C:12](=[O:13])[CH2:11][CH2:10][C:5]2(OCC[O:6]2)[CH2:4][CH2:3]1.C([O-])([O-])=O.[K+].[K+].C(Cl)(Cl)Cl.C(Cl)(Cl)Cl.CO, predict the reaction product. The product is: [CH3:1][N:2]1[CH2:3][CH2:4][C:5](=[O:6])[CH2:10][CH2:11][C:12]1=[O:13]. (5) Given the reactants [CH3:1][N:2]([CH3:14])[C:3]([C:5]1[N:10]=[C:9]2[CH2:11][CH2:12][NH:13][C:8]2=[CH:7][CH:6]=1)=[O:4].Cl[C:16]1[N:21]=[CH:20][N:19]=[C:18]([O:22][CH:23]2[CH2:28][CH2:27][N:26]([C:29]([O:31][C:32]3([CH3:35])[CH2:34][CH2:33]3)=[O:30])[CH2:25][CH2:24]2)[CH:17]=1, predict the reaction product. The product is: [CH3:1][N:2]([CH3:14])[C:3]([C:5]1[N:10]=[C:9]2[CH2:11][CH2:12][N:13]([C:16]3[N:21]=[CH:20][N:19]=[C:18]([O:22][CH:23]4[CH2:28][CH2:27][N:26]([C:29]([O:31][C:32]5([CH3:35])[CH2:34][CH2:33]5)=[O:30])[CH2:25][CH2:24]4)[CH:17]=3)[C:8]2=[CH:7][CH:6]=1)=[O:4].